From a dataset of Catalyst prediction with 721,799 reactions and 888 catalyst types from USPTO. Predict which catalyst facilitates the given reaction. (1) Product: [NH2:1][C:2]1[N:3]=[C:4]([O:30][CH2:51][C:52]2[O:53][C:54](=[O:58])[O:55][C:56]=2[CH3:57])[C:5]2[S:10][C:9](=[O:11])[N:8]([C@@H:12]3[O:24][C@H:23]([CH2:25][O:26][C:27](=[O:29])[CH3:28])[C@@H:18]([O:19][C:20](=[O:22])[CH3:21])[C@H:13]3[O:14][C:15](=[O:17])[CH3:16])[C:6]=2[N:7]=1. Reactant: [NH2:1][C:2]1[NH:3][C:4](=[O:30])[C:5]2[S:10][C:9](=[O:11])[N:8]([C@@H:12]3[O:24][C@H:23]([CH2:25][O:26][C:27](=[O:29])[CH3:28])[C@@H:18]([O:19][C:20](=[O:22])[CH3:21])[C@H:13]3[O:14][C:15](=[O:17])[CH3:16])[C:6]=2[N:7]=1.C1(P(C2C=CC=CC=2)C2C=CC=CC=2)C=CC=CC=1.O[CH2:51][C:52]1[O:53][C:54](=[O:58])[O:55][C:56]=1[CH3:57].N(C(OCC)=O)=NC(OCC)=O. The catalyst class is: 1. (2) Reactant: [OH:1][C:2]1[CH:7]=[C:6]([Cl:8])[N:5]=[N:4][C:3]=1Cl.[CH:10]1([C:13]2[CH:18]=[CH:17][CH:16]=[C:15]([CH3:19])[C:14]=2[OH:20])[CH2:12][CH2:11]1.C1C2C(=CC=CC=2)CCC1.[OH-].[K+].Cl. Product: [Cl:8][C:6]1[N:5]=[N:4][C:3]([O:20][C:14]2[C:15]([CH3:19])=[CH:16][CH:17]=[CH:18][C:13]=2[CH:10]2[CH2:11][CH2:12]2)=[C:2]([OH:1])[CH:7]=1. The catalyst class is: 5. (3) Reactant: Cl.C(OC([N:9]1[CH2:13][CH2:12][CH2:11][C@@H:10]1[CH2:14][N:15]([CH2:52][C:53]1[CH:58]=[CH:57][C:56]([F:59])=[CH:55][CH:54]=1)[CH2:16][C:17]1[CH:22]=[C:21]([C:23]2[CH:50]=[CH:49][C:26]3[N:27](C(C4C=CC=CC=4)(C4C=CC=CC=4)C4C=CC=CC=4)[N:28]=[N:29][C:25]=3[CH:24]=2)[CH:20]=[CH:19][C:18]=1[F:51])=O)(C)(C)C. Product: [NH:27]1[C:26]2[CH:49]=[CH:50][C:23]([C:21]3[CH:20]=[CH:19][C:18]([F:51])=[C:17]([CH:22]=3)[CH2:16][N:15]([CH2:52][C:53]3[CH:58]=[CH:57][C:56]([F:59])=[CH:55][CH:54]=3)[CH2:14][C@H:10]3[CH2:11][CH2:12][CH2:13][NH:9]3)=[CH:24][C:25]=2[N:29]=[N:28]1. The catalyst class is: 169. (4) Reactant: C[O:2][C:3](=[O:10])[CH2:4][CH:5]([O:8][CH3:9])[O:6][CH3:7].O[Li:12].O.O. Product: [Li+:12].[CH3:7][O:6][CH:5]([O:8][CH3:9])[CH2:4][C:3]([O-:10])=[O:2]. The catalyst class is: 1. (5) Reactant: C(O[C:4](=[N:6][C:7](=O)[C:8]1[CH:13]=[CH:12][C:11]([O:14][CH3:15])=[C:10]([O:16][CH3:17])[CH:9]=1)[CH3:5])C.Cl.[NH:20]([C:22]1[CH:27]=[CH:26][C:25]([S:28]([NH2:31])(=[O:30])=[O:29])=[CH:24][CH:23]=1)[NH2:21].C(N(CC)CC)C.O. Product: [CH3:17][O:16][C:10]1[CH:9]=[C:8]([C:7]2[N:20]([C:22]3[CH:23]=[CH:24][C:25]([S:28]([NH2:31])(=[O:30])=[O:29])=[CH:26][CH:27]=3)[N:21]=[C:4]([CH3:5])[N:6]=2)[CH:13]=[CH:12][C:11]=1[O:14][CH3:15]. The catalyst class is: 98. (6) Reactant: Br[C:2]1[CH:10]=[C:9]([CH3:11])[C:8]2[N:7]([CH3:12])[CH2:6][C@@H:5]3[CH2:13][N:14]([C:17]([O:19][C:20]([CH3:23])([CH3:22])[CH3:21])=[O:18])[CH2:15][CH2:16][C:3]=1[C:4]=23.C(N(CC)CC)C. Product: [CH3:12][N:7]1[C:8]2[C:9]([CH3:11])=[CH:10][CH:2]=[C:3]3[CH2:16][CH2:15][N:14]([C:17]([O:19][C:20]([CH3:23])([CH3:22])[CH3:21])=[O:18])[CH2:13][C@H:5]([C:4]=23)[CH2:6]1. The catalyst class is: 63.